This data is from Forward reaction prediction with 1.9M reactions from USPTO patents (1976-2016). The task is: Predict the product of the given reaction. (1) Given the reactants [C:1]([O:5][C:6]([N:8]1[CH2:13][CH2:12][CH:11]([N:14]2[C:18]3=[N:19][CH:20]=[N:21][C:22](Cl)=[C:17]3[CH:16]=[N:15]2)[CH2:10][CH2:9]1)=[O:7])([CH3:4])([CH3:3])[CH3:2].[CH3:24][C:25]1[C:30](N)=[CH:29][CH:28]=[C:27]([N:32]2[CH:36]=[N:35][CH:34]=[N:33]2)[N:26]=1.C(=O)([O-])[O-:38].[K+].[K+].ClCCl, predict the reaction product. The product is: [C:1]([O:5][C:6]([N:8]1[CH2:13][CH2:12][CH:11]([N:14]2[C:18]3=[N:19][CH:20]=[N:21][C:22]([O:38][C:30]4[C:25]([CH3:24])=[N:26][C:27]([N:32]5[CH:36]=[N:35][CH:34]=[N:33]5)=[CH:28][CH:29]=4)=[C:17]3[CH:16]=[N:15]2)[CH2:10][CH2:9]1)=[O:7])([CH3:4])([CH3:3])[CH3:2]. (2) The product is: [I:1][C:2]1[CH:3]=[C:4]2[N:10]=[CH:9][N:8]([CH2:11][C:12]3[CH:17]=[CH:16][C:15]([O:18][CH:28]([C:30]4[CH:35]=[N:34][C:33]([O:36][CH3:37])=[CH:32][CH:31]=4)[CH3:29])=[C:14]([O:19][CH3:20])[CH:13]=3)[C:5]2=[N:6][CH:7]=1. Given the reactants [I:1][C:2]1[CH:3]=[C:4]2[N:10]=[CH:9][N:8]([CH2:11][C:12]3[CH:17]=[CH:16][C:15]([OH:18])=[C:14]([O:19][CH3:20])[CH:13]=3)[C:5]2=[N:6][CH:7]=1.C(=O)([O-])[O-].[K+].[K+].Cl[CH:28]([C:30]1[CH:31]=[CH:32][C:33]([O:36][CH3:37])=[N:34][CH:35]=1)[CH3:29], predict the reaction product.